This data is from Forward reaction prediction with 1.9M reactions from USPTO patents (1976-2016). The task is: Predict the product of the given reaction. (1) Given the reactants [Cl:1][C:2]1[CH:3]=[CH:4][C:5]([CH2:8][O:9][C:10]2[CH:15]=[CH:14][N:13]([C:16]3[CH:17]=[N:18][C:19]([NH:22][CH2:23][CH2:24][N:25]4[CH2:29][CH2:28][CH2:27][CH2:26]4)=[CH:20][CH:21]=3)[C:12](=[O:30])[CH:11]=2)=[N:6][CH:7]=1.CCN(CC)CC.[C:38](Cl)(=[O:40])[CH3:39], predict the reaction product. The product is: [Cl:1][C:2]1[CH:3]=[CH:4][C:5]([CH2:8][O:9][C:10]2[CH:15]=[CH:14][N:13]([C:16]3[CH:17]=[N:18][C:19]([NH:22][CH:23]([C:38](=[O:40])[CH3:39])[CH2:24][N:25]4[CH2:26][CH2:27][CH2:28][CH2:29]4)=[CH:20][CH:21]=3)[C:12](=[O:30])[CH:11]=2)=[N:6][CH:7]=1. (2) The product is: [C:9]1([C:5]2[N:4]=[N:3][C:2]([N:29]3[CH2:30][CH2:31][N:26]([C:21]4[N:20]=[CH:25][CH:24]=[CH:23][N:22]=4)[CH2:27][CH2:28]3)=[C:7]([OH:8])[CH:6]=2)[CH:14]=[CH:13][CH:12]=[CH:11][CH:10]=1. Given the reactants Cl[C:2]1[N:3]=[N:4][C:5]([C:9]2[CH:14]=[CH:13][CH:12]=[CH:11][CH:10]=2)=[CH:6][C:7]=1[OH:8].C(O)CCC.[N:20]1[CH:25]=[CH:24][CH:23]=[N:22][C:21]=1[N:26]1[CH2:31][CH2:30][NH:29][CH2:28][CH2:27]1, predict the reaction product. (3) The product is: [C:1]([O:5][C:6]([N:8]([CH3:44])[C@H:9]([C:19]([NH:21][C@H:22]([C:28]([N:30]([C@@H:32]([CH:41]([CH3:43])[CH3:42])/[CH:33]=[C:34](/[C:35]([OH:37])=[O:36])\[CH3:40])[CH3:31])=[O:29])[C:23]([CH3:24])([CH2:25][CH3:26])[CH3:27])=[O:20])[C:10]([CH3:17])([CH3:18])[C:11]1[CH:12]=[CH:13][CH:14]=[CH:15][CH:16]=1)=[O:7])([CH3:2])([CH3:3])[CH3:4]. Given the reactants [C:1]([O:5][C:6]([N:8]([CH3:44])[C@H:9]([C:19]([NH:21][C@H:22]([C:28]([N:30]([C@@H:32]([CH:41]([CH3:43])[CH3:42])/[CH:33]=[C:34](\[CH3:40])/[C:35]([O:37]CC)=[O:36])[CH3:31])=[O:29])[C:23]([CH3:27])([CH2:25][CH3:26])[CH3:24])=[O:20])[C:10]([CH3:18])([CH3:17])[C:11]1[CH:16]=[CH:15][CH:14]=[CH:13][CH:12]=1)=[O:7])([CH3:4])([CH3:3])[CH3:2].O1CCCC1.O.[OH-].[Li+], predict the reaction product. (4) Given the reactants [NH2:1][C:2]1[N:7]=[C:6](OS(C(F)(F)F)(=O)=O)[C:5]([C:16]#[N:17])=[C:4]([C:18]2[O:19][CH2:20][CH2:21][CH:22]=2)[N:3]=1.[CH3:23][C:24]1[CH:25]=[C:26]([CH:29]=[CH:30][C:31]=1[CH3:32])[CH2:27][NH2:28], predict the reaction product. The product is: [NH2:1][C:2]1[N:3]=[C:4]([C:18]2[O:19][CH2:20][CH2:21][CH:22]=2)[C:5]([C:16]#[N:17])=[C:6]([NH:28][CH2:27][C:26]2[CH:29]=[CH:30][C:31]([CH3:32])=[C:24]([CH3:23])[CH:25]=2)[N:7]=1. (5) Given the reactants Cl[C:2]1[N:7]=[CH:6][N:5]=[C:4]([NH:8][C:9]2[CH:14]=[CH:13][CH:12]=[C:11]([CH2:15][S:16]([CH3:19])(=[O:18])=[O:17])[CH:10]=2)[N:3]=1.[F:20][C:21]1[CH:22]=[CH:23][C:24]([O:30][CH3:31])=[C:25](B(O)O)[CH:26]=1, predict the reaction product. The product is: [F:20][C:21]1[CH:26]=[CH:25][C:24]([O:30][CH3:31])=[C:23]([C:2]2[N:7]=[CH:6][N:5]=[C:4]([NH:8][C:9]3[CH:14]=[CH:13][CH:12]=[C:11]([CH2:15][S:16]([CH3:19])(=[O:18])=[O:17])[CH:10]=3)[N:3]=2)[CH:22]=1.